The task is: Regression. Given two drug SMILES strings and cell line genomic features, predict the synergy score measuring deviation from expected non-interaction effect.. This data is from NCI-60 drug combinations with 297,098 pairs across 59 cell lines. Drug 1: CN1C(=O)N2C=NC(=C2N=N1)C(=O)N. Drug 2: CN(CCCl)CCCl.Cl. Cell line: SN12C. Synergy scores: CSS=22.2, Synergy_ZIP=-5.90, Synergy_Bliss=-3.95, Synergy_Loewe=-24.8, Synergy_HSA=-1.78.